This data is from NCI-60 drug combinations with 297,098 pairs across 59 cell lines. The task is: Regression. Given two drug SMILES strings and cell line genomic features, predict the synergy score measuring deviation from expected non-interaction effect. (1) Drug 1: CC1=C2C(C(=O)C3(C(CC4C(C3C(C(C2(C)C)(CC1OC(=O)C(C(C5=CC=CC=C5)NC(=O)C6=CC=CC=C6)O)O)OC(=O)C7=CC=CC=C7)(CO4)OC(=O)C)O)C)OC(=O)C. Drug 2: C#CCC(CC1=CN=C2C(=N1)C(=NC(=N2)N)N)C3=CC=C(C=C3)C(=O)NC(CCC(=O)O)C(=O)O. Cell line: HS 578T. Synergy scores: CSS=66.7, Synergy_ZIP=5.90, Synergy_Bliss=2.91, Synergy_Loewe=-18.6, Synergy_HSA=1.06. (2) Drug 1: C1CC(=O)NC(=O)C1N2CC3=C(C2=O)C=CC=C3N. Drug 2: COC1=NC(=NC2=C1N=CN2C3C(C(C(O3)CO)O)O)N. Cell line: RPMI-8226. Synergy scores: CSS=9.77, Synergy_ZIP=-4.03, Synergy_Bliss=1.34, Synergy_Loewe=-3.50, Synergy_HSA=-2.60.